From a dataset of Full USPTO retrosynthesis dataset with 1.9M reactions from patents (1976-2016). Predict the reactants needed to synthesize the given product. (1) The reactants are: CCl.[C:3]([O:7]CCN(C)C)(=[O:6])[CH:4]=[CH2:5].C(O)(=O)C=C.[C:18]([NH2:22])(=[O:21])[CH:19]=[CH2:20]. Given the product [C:3]([OH:7])(=[O:6])[CH:4]=[CH2:5].[C:18]([NH2:22])(=[O:21])[CH:19]=[CH2:20], predict the reactants needed to synthesize it. (2) Given the product [C:1]1([N:7]2[CH:11]=[CH:10][C:9]([C:12]([OH:14])=[O:13])=[CH:8]2)[CH:2]=[CH:3][CH:4]=[CH:5][CH:6]=1, predict the reactants needed to synthesize it. The reactants are: [C:1]1([N:7]2[CH:11]=[CH:10][C:9]([C:12]([O:14]CC)=[O:13])=[CH:8]2)[CH:6]=[CH:5][CH:4]=[CH:3][CH:2]=1.[OH-].[Na+].Cl. (3) Given the product [Cl:1][C:2]1[C:6]([B:15]2[O:19][C:18]([CH3:21])([CH3:20])[C:17]([CH3:23])([CH3:22])[O:16]2)=[CH:5][N:4]([C:8]2[CH:9]=[N:10][CH:11]=[C:12]([F:14])[CH:13]=2)[N:3]=1, predict the reactants needed to synthesize it. The reactants are: [Cl:1][C:2]1[C:6](N)=[CH:5][N:4]([C:8]2[CH:9]=[N:10][CH:11]=[C:12]([F:14])[CH:13]=2)[N:3]=1.[B:15]1([B:15]2[O:19][C:18]([CH3:21])([CH3:20])[C:17]([CH3:23])([CH3:22])[O:16]2)[O:19][C:18]([CH3:21])([CH3:20])[C:17]([CH3:23])([CH3:22])[O:16]1.C(OOC(=O)C1C=CC=CC=1)(=O)C1C=CC=CC=1.N(OC(C)(C)C)=O. (4) Given the product [NH:3]1[C:4]2[CH:9]=[CH:8][CH:7]=[CH:6][C:5]=2[N:1]=[C:2]1[CH2:10][CH2:11][C:12]([NH:39][CH2:40][C@H:41]([OH:53])[CH2:42][N:43]1[CH2:52][CH2:51][C:50]2[C:45](=[CH:46][CH:47]=[CH:48][CH:49]=2)[CH2:44]1)=[O:14], predict the reactants needed to synthesize it. The reactants are: [NH:1]1[C:5]2[CH:6]=[CH:7][CH:8]=[CH:9][C:4]=2[N:3]=[C:2]1[CH2:10][CH2:11][C:12]([OH:14])=O.CN(C(ON1N=NC2C=CC=NC1=2)=[N+](C)C)C.F[P-](F)(F)(F)(F)F.[NH2:39][CH2:40][C@H:41]([OH:53])[CH2:42][N:43]1[CH2:52][CH2:51][C:50]2[C:45](=[CH:46][CH:47]=[CH:48][CH:49]=2)[CH2:44]1. (5) Given the product [F:53][C:50]([F:51])([F:52])[C:42]1[CH:41]=[C:40]([CH:45]=[C:44]([C:46]([F:47])([F:48])[F:49])[CH:43]=1)[CH2:39][N:18]([CH2:19][C:20]1([C:35]([F:38])([F:37])[F:36])[CH:25]=[N:24][C:23]([NH:26][CH2:27][CH2:28][CH2:29][CH:30]2[CH2:34][CH2:33][CH2:32][CH2:31]2)=[CH:22][CH2:21]1)[C:14]1[N:13]=[C:12]([N:9]2[CH2:10][CH2:11][CH:6]([C:4]([OH:5])=[O:3])[CH2:7][CH2:8]2)[CH:17]=[CH:16][N:15]=1, predict the reactants needed to synthesize it. The reactants are: C([O:3][C:4]([CH:6]1[CH2:11][CH2:10][N:9]([C:12]2[CH:17]=[CH:16][N:15]=[C:14]([N:18]([CH2:39][C:40]3[CH:45]=[C:44]([C:46]([F:49])([F:48])[F:47])[CH:43]=[C:42]([C:50]([F:53])([F:52])[F:51])[CH:41]=3)[CH2:19][C:20]3([C:35]([F:38])([F:37])[F:36])[CH:25]=[N:24][C:23]([NH:26][CH2:27][CH2:28][CH2:29][CH:30]4[CH2:34][CH2:33][CH2:32][CH2:31]4)=[CH:22][CH2:21]3)[N:13]=2)[CH2:8][CH2:7]1)=[O:5])C.[OH-].[Na+]. (6) Given the product [Cl:1][C:2]1[CH:3]=[C:4]([N:10]2[CH:18]([CH:19]3[CH2:20][CH2:21][CH2:22][CH2:23]3)[CH:17]3[C:12]([C:13]4[CH:27]=[CH:26][C:25]([C:28]([O:30][CH2:31][CH2:32][CH2:33][CH2:34][CH2:35][CH2:36][CH3:37])=[O:29])=[CH:24][C:14]=4[CH2:15][CH2:16]3)=[N:11]2)[CH:5]=[CH:6][C:7]=1[C:8]#[N:9], predict the reactants needed to synthesize it. The reactants are: [Cl:1][C:2]1[CH:3]=[C:4]([N:10]2[CH:18]([CH:19]3[CH2:23][CH2:22][CH2:21][CH2:20]3)[CH:17]3[C:12]([C:13]4[CH:27]=[CH:26][C:25]([C:28]([OH:30])=[O:29])=[CH:24][C:14]=4[CH2:15][CH2:16]3)=[N:11]2)[CH:5]=[CH:6][C:7]=1[C:8]#[N:9].[CH2:31](O)[CH2:32][CH2:33][CH2:34][CH2:35][CH2:36][CH3:37]. (7) Given the product [OH:8][C@@H:5]([CH2:6][OH:7])[C@H:4]([NH:1][C:24](=[O:25])[O:23][C:19]([CH3:22])([CH3:21])[CH3:20])[C:9]1[CH:14]=[CH:13][C:12]([C:15]([F:18])([F:17])[F:16])=[CH:11][CH:10]=1, predict the reactants needed to synthesize it. The reactants are: [N:1]([C@H:4]([C:9]1[CH:14]=[CH:13][C:12]([C:15]([F:18])([F:17])[F:16])=[CH:11][CH:10]=1)[C@@H:5]([OH:8])[CH2:6][OH:7])=[N+]=[N-].[C:19]([O:23][C:24](O[C:24]([O:23][C:19]([CH3:22])([CH3:21])[CH3:20])=[O:25])=[O:25])([CH3:22])([CH3:21])[CH3:20].